Task: Predict the reactants needed to synthesize the given product.. Dataset: Full USPTO retrosynthesis dataset with 1.9M reactions from patents (1976-2016) (1) The reactants are: FC(F)(F)C([N:5]1[CH2:18][CH2:17][C:9]2=[CH:10][C:11]3[CH:12]=[CH:13][CH:14]=[CH:15][C:16]=3[N:8]2[CH2:7][CH2:6]1)=O.ClS([N:25]=[C:26]=[O:27])(=O)=O.CO.C[O-].[Na+]. Given the product [CH2:17]1[C:9]2=[C:10]([C:26]([NH2:25])=[O:27])[C:11]3[CH:12]=[CH:13][CH:14]=[CH:15][C:16]=3[N:8]2[CH2:7][CH2:6][NH:5][CH2:18]1, predict the reactants needed to synthesize it. (2) Given the product [C:20]([C:17]1[CH:16]=[CH:15][C:14]([C@H:13]2[N:8]([CH2:7][C:6]([OH:39])=[O:5])[C:9](=[O:38])[N:10]([C:28]3[CH:33]=[CH:32][CH:31]=[C:30]([C:34]([F:36])([F:37])[F:35])[CH:29]=3)[C:11]([CH3:27])=[C:12]2[C:22](=[O:26])[CH:23]([CH3:24])[CH3:25])=[CH:19][CH:18]=1)#[N:21], predict the reactants needed to synthesize it. The reactants are: C([O:5][C:6](=[O:39])[CH2:7][N:8]1[C@H:13]([C:14]2[CH:19]=[CH:18][C:17]([C:20]#[N:21])=[CH:16][CH:15]=2)[C:12]([C:22](=[O:26])[CH:23]([CH3:25])[CH3:24])=[C:11]([CH3:27])[N:10]([C:28]2[CH:33]=[CH:32][CH:31]=[C:30]([C:34]([F:37])([F:36])[F:35])[CH:29]=2)[C:9]1=[O:38])(C)(C)C.FC(F)(F)C(O)=O. (3) Given the product [N+:18]([C:21]1[CH:22]=[C:23]([S:27]([O:1][C@@H:2]2[CH2:6][N:5]([C:7]([O:9][C:10]([CH3:11])([CH3:12])[CH3:13])=[O:8])[C@H:4]([C:14]([O:16][CH3:17])=[O:15])[CH2:3]2)(=[O:29])=[O:28])[CH:24]=[CH:25][CH:26]=1)([O-:20])=[O:19], predict the reactants needed to synthesize it. The reactants are: [OH:1][C@@H:2]1[CH2:6][N:5]([C:7]([O:9][C:10]([CH3:13])([CH3:12])[CH3:11])=[O:8])[C@H:4]([C:14]([O:16][CH3:17])=[O:15])[CH2:3]1.[N+:18]([C:21]1[CH:22]=[C:23]([S:27](Cl)(=[O:29])=[O:28])[CH:24]=[CH:25][CH:26]=1)([O-:20])=[O:19].C(N(CC)CC)C.